This data is from Catalyst prediction with 721,799 reactions and 888 catalyst types from USPTO. The task is: Predict which catalyst facilitates the given reaction. (1) Reactant: [CH3:1][N:2]1[CH:6]=[C:5]([N:7]2[C:19]3[C:18]4[CH:17]=[C:16]([C:20]5[CH:21]=[N:22][C:23]([O:29][CH3:30])=[C:24]([N+:26]([O-])=O)[CH:25]=5)[CH:15]=[CH:14][C:13]=4[N:12]=[CH:11][C:10]=3[N:9]([CH3:31])[C:8]2=[O:32])[C:4]([CH3:33])=[N:3]1.[H][H]. Product: [NH2:26][C:24]1[CH:25]=[C:20]([C:16]2[CH:15]=[CH:14][C:13]3[N:12]=[CH:11][C:10]4[N:9]([CH3:31])[C:8](=[O:32])[N:7]([C:5]5[C:4]([CH3:33])=[N:3][N:2]([CH3:1])[CH:6]=5)[C:19]=4[C:18]=3[CH:17]=2)[CH:21]=[N:22][C:23]=1[O:29][CH3:30]. The catalyst class is: 358. (2) Reactant: [O:1]1[CH2:6][CH2:5][CH:4]([CH2:7][C:8]([OH:10])=[O:9])[CH2:3][CH2:2]1.[CH2:11](O)[C:12]1[CH:17]=[CH:16][CH:15]=[CH:14][CH:13]=1.C(N(CC)CC)C.CCCCCC.C(OCC)(=O)C. Product: [O:1]1[CH2:6][CH2:5][CH:4]([CH2:7][C:8]([O:10][CH2:11][C:12]2[CH:17]=[CH:16][CH:15]=[CH:14][CH:13]=2)=[O:9])[CH2:3][CH2:2]1. The catalyst class is: 46. (3) Reactant: [C:1]([N:5]([C:18](=[O:36])[C:19]1[CH:24]=[CH:23][C:22]([CH:25]=[O:26])=[C:21]([B:27]2[O:31]C(C)(C)C(C)(C)[O:28]2)[CH:20]=1)[NH:6][C:7](=[O:17])[C:8]1[CH:13]=[CH:12][CH:11]=[C:10]([O:14][CH3:15])[C:9]=1[CH3:16])([CH3:4])([CH3:3])[CH3:2].I([O-])(=O)(=O)=O.[Na+].Cl. Product: [C:1]([N:5]([C:18]([C:19]1[CH:24]=[CH:23][C:22]([CH:25]=[O:26])=[C:21]([B:27]([OH:31])[OH:28])[CH:20]=1)=[O:36])[NH:6][C:7](=[O:17])[C:8]1[CH:13]=[CH:12][CH:11]=[C:10]([O:14][CH3:15])[C:9]=1[CH3:16])([CH3:4])([CH3:2])[CH3:3]. The catalyst class is: 20. (4) Reactant: [C:1]([N:5]1[C:10](=[O:11])[C:9]([Cl:12])=[C:8]([O:13][CH:14]([C:17]2[CH:22]=[CH:21][C:20]([C:23]([CH3:26])([CH3:25])[CH3:24])=[CH:19][CH:18]=2)[CH2:15][OH:16])[CH:7]=[N:6]1)([CH3:4])([CH3:3])[CH3:2].N1C=CC=C[CH:28]=1.[C:33]1(C)[C:34]([S:39](Cl)(=[O:41])=[O:40])=[CH:35][CH:36]=[CH:37][CH:38]=1. Product: [C:1]([N:5]1[C:10](=[O:11])[C:9]([Cl:12])=[C:8]([O:13][CH:14]([C:17]2[CH:18]=[CH:19][C:20]([C:23]([CH3:26])([CH3:25])[CH3:24])=[CH:21][CH:22]=2)[CH2:15][O:16][S:39]([C:34]2[CH:33]=[CH:38][C:37]([CH3:28])=[CH:36][CH:35]=2)(=[O:40])=[O:41])[CH:7]=[N:6]1)([CH3:4])([CH3:3])[CH3:2]. The catalyst class is: 13.